From a dataset of Forward reaction prediction with 1.9M reactions from USPTO patents (1976-2016). Predict the product of the given reaction. (1) Given the reactants [F:1][C:2]([F:14])([F:13])[O:3][C:4]1[CH:11]=[CH:10][CH:9]=[C:6]([CH:7]=O)[C:5]=1[OH:12].CC1(C)O[C:21](=[O:22])[CH2:20][C:18](=[O:19])[O:17]1, predict the reaction product. The product is: [F:1][C:2]([F:14])([F:13])[O:3][C:4]1[CH:11]=[CH:10][CH:9]=[C:6]2[C:5]=1[O:12][C:21](=[O:22])[C:20]([C:18]([OH:19])=[O:17])=[CH:7]2. (2) Given the reactants [C:1]([C:4]1[CH:9]=[CH:8][C:7]([C:10]2[C:29]([Cl:30])=[CH:28][C:13]3[NH:14][C:15]([O:17][C:18]4[CH:19]=[CH:20][C:21]([CH3:27])=[C:22]([CH:26]=4)[C:23]([OH:25])=[O:24])=[N:16][C:12]=3[CH:11]=2)=[CH:6][CH:5]=1)(=[O:3])[CH3:2].[CH3:31][Mg+].[Br-], predict the reaction product. The product is: [Cl:30][C:29]1[C:10]([C:7]2[CH:6]=[CH:5][C:4]([C:1]([OH:3])([CH3:31])[CH3:2])=[CH:9][CH:8]=2)=[CH:11][C:12]2[N:16]=[C:15]([O:17][C:18]3[CH:19]=[CH:20][C:21]([CH3:27])=[C:22]([CH:26]=3)[C:23]([OH:25])=[O:24])[NH:14][C:13]=2[CH:28]=1. (3) Given the reactants [CH3:1][O:2][C:3]([C@@H:5]1[C@H:9]([CH3:10])[NH:8][C@H:7]([C:11]([O:13]C(C)(C)C)=[O:12])[CH2:6]1)=[O:4].C(N(CC)CC)C.[C:25]([O:29][C:30](O[C:30]([O:29][C:25]([CH3:28])([CH3:27])[CH3:26])=[O:31])=[O:31])([CH3:28])([CH3:27])[CH3:26], predict the reaction product. The product is: [CH3:1][O:2][C:3]([C@@H:5]1[C@H:9]([CH3:10])[N:8]([C:30]([O:29][C:25]([CH3:28])([CH3:27])[CH3:26])=[O:31])[C@H:7]([C:11]([OH:13])=[O:12])[CH2:6]1)=[O:4]. (4) Given the reactants I[C:2]1[CH:3]=[C:4]2[C:8](=[CH:9][CH:10]=1)[N:7](C(OCCC(C)(C)C)=O)[C:6]([C:20]([O-:22])=[O:21])=[C:5]2[S:23]([N:26]1[CH2:31][CH2:30][O:29][CH2:28][CH2:27]1)(=[O:25])=[O:24].[O:32]1[C:36]2[CH:37]=[CH:38][CH:39]=[CH:40][C:35]=2[CH:34]=[C:33]1B(O)O.[C:44](P(C(C)(C)C)C(C)(C)C)(C)(C)[CH3:45].[F-].[Cs+].C([O-])(O)=O.[Na+], predict the reaction product. The product is: [O:32]1[C:36]2[CH:37]=[CH:38][CH:39]=[CH:40][C:35]=2[CH:34]=[C:33]1[C:2]1[CH:3]=[C:4]2[C:8](=[CH:9][CH:10]=1)[NH:7][C:6]([C:20]([O:22][CH2:44][CH3:45])=[O:21])=[C:5]2[S:23]([N:26]1[CH2:27][CH2:28][O:29][CH2:30][CH2:31]1)(=[O:24])=[O:25]. (5) Given the reactants C(N(CC)CC)C.[CH3:8][O:9][C:10](=[O:18])[C:11]1[CH:16]=[CH:15][CH:14]=[CH:13][C:12]=1[SH:17].[C:19](Cl)([C:32]1[CH:37]=[CH:36][CH:35]=[CH:34][CH:33]=1)([C:26]1[CH:31]=[CH:30][CH:29]=[CH:28][CH:27]=1)[C:20]1[CH:25]=[CH:24][CH:23]=[CH:22][CH:21]=1, predict the reaction product. The product is: [CH3:8][O:9][C:10](=[O:18])[C:11]1[CH:16]=[CH:15][CH:14]=[CH:13][C:12]=1[S:17][C:19]([C:20]1[CH:25]=[CH:24][CH:23]=[CH:22][CH:21]=1)([C:32]1[CH:33]=[CH:34][CH:35]=[CH:36][CH:37]=1)[C:26]1[CH:27]=[CH:28][CH:29]=[CH:30][CH:31]=1. (6) Given the reactants O[CH:2]([C:16]1[CH:21]=[CH:20][CH:19]=[C:18]([N+:22]([O-:24])=[O:23])[CH:17]=1)[C:3]1[CH:15]=[CH:14][C:6]([C:7]([N:9]([CH2:12][CH3:13])[CH2:10][CH3:11])=[O:8])=[CH:5][CH:4]=1.S(Br)(Br)=O.[NH:29]1[CH2:34][CH2:33][NH:32][CH2:31][CH2:30]1, predict the reaction product. The product is: [CH2:10]([N:9]([CH2:12][CH3:13])[C:7](=[O:8])[C:6]1[CH:14]=[CH:15][C:3]([CH:2]([C:16]2[CH:21]=[CH:20][CH:19]=[C:18]([N+:22]([O-:24])=[O:23])[CH:17]=2)[N:29]2[CH2:34][CH2:33][NH:32][CH2:31][CH2:30]2)=[CH:4][CH:5]=1)[CH3:11]. (7) Given the reactants O.[OH-].[Li+].C[O:5][C:6](=[O:30])[CH2:7][C:8]1[C:17]([CH3:18])=[C:16]([C:19]2[CH:24]=[CH:23][C:22]([S:25]([CH3:28])(=[O:27])=[O:26])=[CH:21][N:20]=2)[C:15]2[C:10](=[CH:11][CH:12]=[C:13]([F:29])[CH:14]=2)[CH:9]=1, predict the reaction product. The product is: [F:29][C:13]1[CH:14]=[C:15]2[C:10](=[CH:11][CH:12]=1)[CH:9]=[C:8]([CH2:7][C:6]([OH:30])=[O:5])[C:17]([CH3:18])=[C:16]2[C:19]1[CH:24]=[CH:23][C:22]([S:25]([CH3:28])(=[O:26])=[O:27])=[CH:21][N:20]=1. (8) The product is: [I:11][C:10]1[C:3]2[C:2]([NH:25][CH:22]3[CH2:23][CH2:24][O:19][CH2:20][CH2:21]3)=[N:7][CH:6]=[N:5][C:4]=2[N:8]([C:12]2[CH:13]=[C:14]([CH3:18])[CH:15]=[CH:16][CH:17]=2)[CH:9]=1. Given the reactants Cl[C:2]1[C:3]2[C:10]([I:11])=[CH:9][N:8]([C:12]3[CH:13]=[C:14]([CH3:18])[CH:15]=[CH:16][CH:17]=3)[C:4]=2[N:5]=[CH:6][N:7]=1.[O:19]1[CH2:24][CH2:23][CH:22]([NH2:25])[CH2:21][CH2:20]1.CC([O-])=O.[Na+], predict the reaction product. (9) Given the reactants [NH2:1][C:2]1[N:7]([CH3:8])[C:6](=[O:9])[N:5]([CH2:10][C:11]2[CH:16]=[CH:15][C:14]([O:17][CH3:18])=[CH:13][CH:12]=2)[C:4](=[O:19])[C:3]=1[NH:20][C:21](=O)[CH2:22][CH2:23][CH2:24][O:25][C:26]1[CH:31]=[CH:30][CH:29]=[C:28]([O:32][C:33]([F:36])([F:35])[F:34])[CH:27]=1.[OH-].[Na+].[Cl-].[NH4+], predict the reaction product. The product is: [CH3:18][O:17][C:14]1[CH:15]=[CH:16][C:11]([CH2:10][N:5]2[C:4](=[O:19])[C:3]3[NH:20][C:21]([CH2:22][CH2:23][CH2:24][O:25][C:26]4[CH:31]=[CH:30][CH:29]=[C:28]([O:32][C:33]([F:36])([F:35])[F:34])[CH:27]=4)=[N:1][C:2]=3[N:7]([CH3:8])[C:6]2=[O:9])=[CH:12][CH:13]=1.